From a dataset of Full USPTO retrosynthesis dataset with 1.9M reactions from patents (1976-2016). Predict the reactants needed to synthesize the given product. Given the product [Cl:33][CH2:11][C:8]1[CH:9]=[CH:10][C:5]([CH2:4][O:3][CH2:1][CH3:2])=[CH:6][CH:7]=1, predict the reactants needed to synthesize it. The reactants are: [CH2:1]([O:3][CH2:4][C:5]1[CH:10]=[CH:9][C:8]([CH2:11]O)=[CH:7][CH:6]=1)[CH3:2].C1(P(C2C=CC=CC=2)C2C=CC=CC=2)C=CC=CC=1.C(Cl)(Cl)(Cl)[Cl:33].